From a dataset of Reaction yield outcomes from USPTO patents with 853,638 reactions. Predict the reaction yield, written as a fraction of the theoretical maximum amount of product (1.0 means a 100% yield; for example, 0.34 means a 34% yield). (1) The catalyst is C(O)C.C1(C)C=CC=CC=1.C1C=CC([P]([Pd]([P](C2C=CC=CC=2)(C2C=CC=CC=2)C2C=CC=CC=2)([P](C2C=CC=CC=2)(C2C=CC=CC=2)C2C=CC=CC=2)[P](C2C=CC=CC=2)(C2C=CC=CC=2)C2C=CC=CC=2)(C2C=CC=CC=2)C2C=CC=CC=2)=CC=1. The product is [CH2:38]([O:37][C:4]1[CH:3]=[C:2]([C:54]2[CH:55]=[CH:56][C:51]([P:47](=[O:50])([O:46][CH3:45])[O:48][CH3:49])=[CH:52][CH:53]=2)[CH:7]=[CH:6][C:5]=1[C@@H:8]1[C@@H:9]([CH2:19][CH2:20][C@H:21]([O:29][Si:30]([C:33]([CH3:36])([CH3:35])[CH3:34])([CH3:32])[CH3:31])[C:22]2[CH:27]=[CH:26][C:25]([F:28])=[CH:24][CH:23]=2)[C:10](=[O:18])[N:11]1[C:12]1[CH:17]=[CH:16][CH:15]=[CH:14][CH:13]=1)[C:39]1[CH:44]=[CH:43][CH:42]=[CH:41][CH:40]=1. The yield is 0.890. The reactants are Br[C:2]1[CH:7]=[CH:6][C:5]([C@H:8]2[N:11]([C:12]3[CH:17]=[CH:16][CH:15]=[CH:14][CH:13]=3)[C:10](=[O:18])[C@@H:9]2[CH2:19][CH2:20][C@H:21]([O:29][Si:30]([C:33]([CH3:36])([CH3:35])[CH3:34])([CH3:32])[CH3:31])[C:22]2[CH:27]=[CH:26][C:25]([F:28])=[CH:24][CH:23]=2)=[C:4]([O:37][CH2:38][C:39]2[CH:44]=[CH:43][CH:42]=[CH:41][CH:40]=2)[CH:3]=1.[CH3:45][O:46][P:47]([C:51]1[CH:56]=[CH:55][C:54](B2OC(C)(C)C(C)(C)O2)=[CH:53][CH:52]=1)(=[O:50])[O:48][CH3:49].C(=O)([O-])[O-].[K+].[K+]. (2) The reactants are Cl.Cl[CH2:3][C:4]1[C:5]([NH:14][CH3:15])=[CH:6][C:7]([N:10]([O:12][CH3:13])[CH3:11])=[N:8][CH:9]=1.[F:16][C:17]1[CH:23]=[CH:22][C:20]([NH2:21])=[CH:19][C:18]=1[N+:24]([O-:26])=[O:25]. The catalyst is N1C=CC=CC=1. The product is [F:16][C:17]1[CH:23]=[CH:22][C:20]([NH:21][CH2:3][C:4]2[C:5]([NH:14][CH3:15])=[CH:6][C:7]([N:10]([O:12][CH3:13])[CH3:11])=[N:8][CH:9]=2)=[CH:19][C:18]=1[N+:24]([O-:26])=[O:25]. The yield is 0.600.